From a dataset of Catalyst prediction with 721,799 reactions and 888 catalyst types from USPTO. Predict which catalyst facilitates the given reaction. Reactant: [NH2:1][C:2]1[CH:7]=[CH:6][C:5]([OH:8])=[CH:4][CH:3]=1.[CH:9]1([CH2:15][C:16](Cl)=[O:17])[CH2:14][CH2:13][CH2:12][CH2:11][CH2:10]1.N1C=CC=CC=1. Product: [CH:9]1([CH2:15][C:16]([NH:1][C:2]2[CH:7]=[CH:6][C:5]([OH:8])=[CH:4][CH:3]=2)=[O:17])[CH2:14][CH2:13][CH2:12][CH2:11][CH2:10]1. The catalyst class is: 4.